This data is from Full USPTO retrosynthesis dataset with 1.9M reactions from patents (1976-2016). The task is: Predict the reactants needed to synthesize the given product. Given the product [CH2:16]([O:23][C:2]1[CH:3]=[C:4]([CH2:12][C:13]([OH:15])=[O:14])[CH:5]=[C:6]([C:8]([F:11])([F:10])[F:9])[CH:7]=1)[C:17]1[CH:22]=[CH:21][CH:20]=[CH:19][CH:18]=1, predict the reactants needed to synthesize it. The reactants are: F[C:2]1[CH:3]=[C:4]([CH2:12][C:13]([OH:15])=[O:14])[CH:5]=[C:6]([C:8]([F:11])([F:10])[F:9])[CH:7]=1.[CH2:16]([OH:23])[C:17]1[CH:22]=[CH:21][CH:20]=[CH:19][CH:18]=1.